From a dataset of Ames mutagenicity test results for genotoxicity prediction. Regression/Classification. Given a drug SMILES string, predict its toxicity properties. Task type varies by dataset: regression for continuous values (e.g., LD50, hERG inhibition percentage) or binary classification for toxic/non-toxic outcomes (e.g., AMES mutagenicity, cardiotoxicity, hepatotoxicity). Dataset: ames. (1) The compound is N#Cc1cccc(/C=C/c2ccc(N)cc2)c1. The result is 1 (mutagenic). (2) The compound is Cc1c2c(c(C)c3ccccc13)C1NC1c1ccccc1-2. The result is 1 (mutagenic).